This data is from Catalyst prediction with 721,799 reactions and 888 catalyst types from USPTO. The task is: Predict which catalyst facilitates the given reaction. (1) Reactant: [CH:1]1([N:5]2[CH2:10][CH2:9][N:8]([C:11]([C:13]3[CH:14]=[C:15]4[C:19](=[CH:20][CH:21]=3)[NH:18][C:17]([C:22]([N:24]3[CH2:29][CH2:28][S:27](=[O:31])(=[O:30])[CH2:26][CH2:25]3)=[O:23])=[CH:16]4)=[O:12])[CH2:7][CH2:6]2)[CH2:4][CH2:3][CH2:2]1.[Cl:32][C:33]1[CH:38]=[CH:37][C:36](B(O)O)=[CH:35][N:34]=1.N1C=CC=CC=1. Product: [Cl:32][C:33]1[N:34]=[CH:35][C:36]([N:18]2[C:19]3[C:15](=[CH:14][C:13]([C:11]([N:8]4[CH2:7][CH2:6][N:5]([CH:1]5[CH2:2][CH2:3][CH2:4]5)[CH2:10][CH2:9]4)=[O:12])=[CH:21][CH:20]=3)[CH:16]=[C:17]2[C:22]([N:24]2[CH2:29][CH2:28][S:27](=[O:30])(=[O:31])[CH2:26][CH2:25]2)=[O:23])=[CH:37][CH:38]=1. The catalyst class is: 221. (2) Reactant: COC1C=C(OC)C=CC=1C[N:6]([C:31]1[CH:36]=[CH:35][N:34]=[CH:33][N:32]=1)[S:7]([C:10]1[CH:15]=[CH:14][C:13]([O:16][C@H:17]2[CH2:21][CH2:20][CH2:19][C@@H:18]2[C:22]2[N:26]([CH2:27][CH3:28])[N:25]=[CH:24][CH:23]=2)=[C:12]([F:29])[C:11]=1[F:30])(=[O:9])=[O:8].C([SiH](CC)CC)C. Product: [CH2:27]([N:26]1[C:22]([C@H:18]2[CH2:19][CH2:20][CH2:21][C@@H:17]2[O:16][C:13]2[CH:14]=[CH:15][C:10]([S:7]([NH:6][C:31]3[CH:36]=[CH:35][N:34]=[CH:33][N:32]=3)(=[O:8])=[O:9])=[C:11]([F:30])[C:12]=2[F:29])=[CH:23][CH:24]=[N:25]1)[CH3:28]. The catalyst class is: 281. (3) Reactant: [Br:1][C:2]1[CH:3]=[CH:4][C:5]([NH2:11])=[N:6][C:7]=1[N+:8]([O-:10])=[O:9].C[Si]([N-][Si](C)(C)C)(C)C.[Na+].[CH3:22][C:23]([O:26][C:27](O[C:27]([O:26][C:23]([CH3:25])([CH3:24])[CH3:22])=[O:28])=[O:28])([CH3:25])[CH3:24].OS([O-])(=O)=O.[Na+]. Product: [C:23]([O:26][C:27](=[O:28])[NH:11][C:5]1[CH:4]=[CH:3][C:2]([Br:1])=[C:7]([N+:8]([O-:10])=[O:9])[N:6]=1)([CH3:25])([CH3:24])[CH3:22]. The catalyst class is: 1. (4) Reactant: [F:1][C:2]1[C:8]([N:9]2[CH2:13][CH2:12][CH2:11][CH2:10]2)=[CH:7][CH:6]=[C:5]([N+:14]([O-])=O)[C:3]=1[NH2:4]. Product: [F:1][C:2]1[C:8]([N:9]2[CH2:13][CH2:12][CH2:11][CH2:10]2)=[CH:7][CH:6]=[C:5]([NH2:14])[C:3]=1[NH2:4]. The catalyst class is: 171. (5) Reactant: Br[CH2:2][CH2:3][CH2:4][CH2:5][C:6]([N:8]1[CH2:12][CH:11]([N:13]([CH2:15][C:16]2[CH:21]=[CH:20][C:19]([C:22]([F:25])([F:24])[F:23])=[C:18]([F:26])[CH:17]=2)[CH3:14])[CH:10]([C:27]2[CH:32]=[CH:31][C:30]([Cl:33])=[C:29]([Cl:34])[CH:28]=2)[CH2:9]1)=[O:7].[C-:35]#[N:36].[K+]. Product: [Cl:34][C:29]1[CH:28]=[C:27]([CH:10]2[CH:11]([N:13]([CH2:15][C:16]3[CH:21]=[CH:20][C:19]([C:22]([F:25])([F:24])[F:23])=[C:18]([F:26])[CH:17]=3)[CH3:14])[CH2:12][N:8]([C:6](=[O:7])[CH2:5][CH2:4][CH2:3][CH2:2][C:35]#[N:36])[CH2:9]2)[CH:32]=[CH:31][C:30]=1[Cl:33]. The catalyst class is: 3. (6) Reactant: [Li]CCCC.[Cl:6][C:7]1[CH:12]=[C:11]([C:13]([F:16])([F:15])[F:14])[CH:10]=[C:9]([O:17][CH3:18])[CH:8]=1.CN([CH:22]=[O:23])C. Product: [Cl:6][C:7]1[CH:12]=[C:11]([C:13]([F:15])([F:16])[F:14])[CH:10]=[C:9]([O:17][CH3:18])[C:8]=1[CH:22]=[O:23]. The catalyst class is: 1. (7) Reactant: [NH:1]1[CH2:6][CH2:5][CH:4]([NH:7][C:8]2[O:9][C:10]3[CH:16]=[CH:15][CH:14]=[C:13]([O:17][CH2:18][C:19]4[CH:24]=[CH:23][N:22]=[CH:21][CH:20]=4)[C:11]=3[N:12]=2)[CH2:3][CH2:2]1.[CH2:25]([O:27][C:28]1[CH:29]=[C:30]([CH:33]=[C:34]([O:41][CH2:42][CH3:43])[C:35]=1[N:36]1[CH:40]=[CH:39][CH:38]=[CH:37]1)[CH:31]=O)[CH3:26].C([BH3-])#N.[Na+].C(N(C(C)C)C(C)C)C. Product: [CH2:25]([O:27][C:28]1[CH:29]=[C:30]([CH:33]=[C:34]([O:41][CH2:42][CH3:43])[C:35]=1[N:36]1[CH:40]=[CH:39][CH:38]=[CH:37]1)[CH2:31][N:1]1[CH2:2][CH2:3][CH:4]([NH:7][C:8]2[O:9][C:10]3[CH:16]=[CH:15][CH:14]=[C:13]([O:17][CH2:18][C:19]4[CH:20]=[CH:21][N:22]=[CH:23][CH:24]=4)[C:11]=3[N:12]=2)[CH2:5][CH2:6]1)[CH3:26]. The catalyst class is: 212.